From a dataset of Peptide-MHC class II binding affinity with 134,281 pairs from IEDB. Regression. Given a peptide amino acid sequence and an MHC pseudo amino acid sequence, predict their binding affinity value. This is MHC class II binding data. (1) The binding affinity (normalized) is 0.648. The MHC is DRB1_0101 with pseudo-sequence DRB1_0101. The peptide sequence is ARDRSIALTFLAVGG. (2) The peptide sequence is LDSWWTSLNFLGGSP. The MHC is DRB1_0701 with pseudo-sequence DRB1_0701. The binding affinity (normalized) is 0.537. (3) The peptide sequence is AAATAGTTVYGALAA. The MHC is HLA-DQA10401-DQB10402 with pseudo-sequence HLA-DQA10401-DQB10402. The binding affinity (normalized) is 0.437. (4) The peptide sequence is FKVAATAAATAPADD. The MHC is HLA-DQA10501-DQB10201 with pseudo-sequence HLA-DQA10501-DQB10201. The binding affinity (normalized) is 0.422. (5) The peptide sequence is KTGQALVVGIYDEPM. The MHC is HLA-DPA10103-DPB10201 with pseudo-sequence HLA-DPA10103-DPB10201. The binding affinity (normalized) is 0.549. (6) The peptide sequence is LTKLAAAWGGSGSEA. The MHC is HLA-DQA10501-DQB10201 with pseudo-sequence HLA-DQA10501-DQB10201. The binding affinity (normalized) is 0. (7) The peptide sequence is YRKGLGNFVQTDRKS. The MHC is DRB1_0101 with pseudo-sequence DRB1_0101. The binding affinity (normalized) is 0.960.